This data is from NCI-60 drug combinations with 297,098 pairs across 59 cell lines. The task is: Regression. Given two drug SMILES strings and cell line genomic features, predict the synergy score measuring deviation from expected non-interaction effect. (1) Drug 1: C1CN1C2=NC(=NC(=N2)N3CC3)N4CC4. Drug 2: CC1=C(C(=O)C2=C(C1=O)N3CC4C(C3(C2COC(=O)N)OC)N4)N. Cell line: OVCAR3. Synergy scores: CSS=23.2, Synergy_ZIP=-4.82, Synergy_Bliss=3.40, Synergy_Loewe=0.482, Synergy_HSA=4.19. (2) Drug 1: CCCS(=O)(=O)NC1=C(C(=C(C=C1)F)C(=O)C2=CNC3=C2C=C(C=N3)C4=CC=C(C=C4)Cl)F. Drug 2: CC1=C(C(=O)C2=C(C1=O)N3CC4C(C3(C2COC(=O)N)OC)N4)N. Cell line: MDA-MB-435. Synergy scores: CSS=18.1, Synergy_ZIP=-9.84, Synergy_Bliss=-6.75, Synergy_Loewe=-9.17, Synergy_HSA=-5.16. (3) Drug 1: COC1=NC(=NC2=C1N=CN2C3C(C(C(O3)CO)O)O)N. Drug 2: N.N.Cl[Pt+2]Cl. Cell line: M14. Synergy scores: CSS=39.7, Synergy_ZIP=-6.95, Synergy_Bliss=-1.92, Synergy_Loewe=-9.32, Synergy_HSA=0.911. (4) Drug 1: CC1=C(C=C(C=C1)C(=O)NC2=CC(=CC(=C2)C(F)(F)F)N3C=C(N=C3)C)NC4=NC=CC(=N4)C5=CN=CC=C5. Drug 2: CS(=O)(=O)OCCCCOS(=O)(=O)C. Cell line: UACC62. Synergy scores: CSS=10.7, Synergy_ZIP=-0.755, Synergy_Bliss=2.38, Synergy_Loewe=2.98, Synergy_HSA=3.40. (5) Drug 1: CC1OCC2C(O1)C(C(C(O2)OC3C4COC(=O)C4C(C5=CC6=C(C=C35)OCO6)C7=CC(=C(C(=C7)OC)O)OC)O)O. Drug 2: CN(C)N=NC1=C(NC=N1)C(=O)N. Cell line: OVCAR-5. Synergy scores: CSS=36.6, Synergy_ZIP=9.91, Synergy_Bliss=9.45, Synergy_Loewe=0.429, Synergy_HSA=8.68.